From a dataset of Reaction yield outcomes from USPTO patents with 853,638 reactions. Predict the reaction yield, written as a fraction of the theoretical maximum amount of product (1.0 means a 100% yield; for example, 0.34 means a 34% yield). (1) The reactants are [C:1]([CH2:4][CH2:5][NH:6][C:7]([C@:9]12[CH2:43][CH2:42][C@@H:41]([C:44]([CH3:46])=[CH2:45])[C@@H:10]1[C@@H:11]1[C@@:24]([CH3:27])([CH2:25][CH2:26]2)[C@@:23]2([CH3:28])[C@@H:14]([C@:15]3([CH3:40])[C@@H:20]([CH2:21][CH2:22]2)[C:19]([CH3:30])([CH3:29])[C:18]([C:31]2[CH:39]=[CH:38][C:34]([C:35]([OH:37])=[O:36])=[CH:33][CH:32]=2)=[CH:17][CH2:16]3)[CH2:13][CH2:12]1)=[O:8])([OH:3])=[O:2].C(N/C(=N/C(C)C)/O[CH2:53][CH2:54][Si:55]([CH3:58])([CH3:57])[CH3:56])(C)C. The catalyst is C1COCC1.CCOC(C)=O. The product is [CH3:27][C@:24]12[C@@:23]3([CH3:28])[C@@H:14]([C@:15]4([CH3:40])[C@@H:20]([CH2:21][CH2:22]3)[C:19]([CH3:30])([CH3:29])[C:18]([C:31]3[CH:32]=[CH:33][C:34]([C:35]([O:37][CH2:53][CH2:54][Si:55]([CH3:58])([CH3:57])[CH3:56])=[O:36])=[CH:38][CH:39]=3)=[CH:17][CH2:16]4)[CH2:13][CH2:12][C@@H:11]1[C@H:10]1[C@H:41]([C:44]([CH3:46])=[CH2:45])[CH2:42][CH2:43][C@:9]1([C:7](=[O:8])[NH:6][CH2:5][CH2:4][C:1](=[O:3])[O:2][CH2:53][CH2:54][Si:55]([CH3:56])([CH3:57])[CH3:58])[CH2:26][CH2:25]2. The yield is 0.890. (2) The reactants are [F:1][C:2]1[CH:18]=[C:17]([N+:19]([O-:21])=[O:20])[CH:16]=[CH:15][C:3]=1[O:4][C:5]1[CH:10]=[CH:9][N:8]=[C:7]2[CH:11]=[C:12](I)[S:13][C:6]=12.Br[C:23]1[N:28]=[CH:27][C:26]([CH:29]=[O:30])=[CH:25][CH:24]=1.C[Sn](C)(C)[Sn](C)(C)C. The catalyst is O1CCOCC1. The product is [F:1][C:2]1[CH:18]=[C:17]([N+:19]([O-:21])=[O:20])[CH:16]=[CH:15][C:3]=1[O:4][C:5]1[CH:10]=[CH:9][N:8]=[C:7]2[CH:11]=[C:12]([C:23]3[CH:24]=[CH:25][C:26]([CH:29]=[O:30])=[CH:27][N:28]=3)[S:13][C:6]=12. The yield is 0.500. (3) The reactants are [OH:1][CH:2]1[CH:7]([NH:8][C:9](=[O:15])[O:10][C:11]([CH3:14])([CH3:13])[CH3:12])[CH:6]=[C:5]([C:16]2[CH:21]=[CH:20][N:19]=[CH:18][C:17]=2[N+:22]([O-:24])=[O:23])[CH2:4][CH:3]1[CH3:25].C(N(CC)CC)C.[CH3:33][S:34](Cl)(=[O:36])=[O:35].O. The catalyst is C(Cl)Cl. The product is [CH3:33][S:34]([O:1][CH:2]1[CH:3]([CH3:25])[CH2:4][C:5]([C:16]2[CH:21]=[CH:20][N:19]=[CH:18][C:17]=2[N+:22]([O-:24])=[O:23])=[CH:6][CH:7]1[NH:8][C:9]([O:10][C:11]([CH3:12])([CH3:13])[CH3:14])=[O:15])(=[O:36])=[O:35]. The yield is 0.650.